This data is from Forward reaction prediction with 1.9M reactions from USPTO patents (1976-2016). The task is: Predict the product of the given reaction. (1) Given the reactants [CH2:1]([N:8]1[CH2:13][CH2:12][CH2:11][C@H:10]([NH:14][CH3:15])[CH2:9]1)[C:2]1[CH:7]=[CH:6][CH:5]=[CH:4][CH:3]=1.Cl[C:17]1[N:22]=[CH:21][N:20]=[C:19]2[N:23]([CH2:26][O:27][CH2:28][CH2:29][Si:30]([CH3:33])([CH3:32])[CH3:31])[N:24]=[CH:25][C:18]=12.CCN(C(C)C)C(C)C, predict the reaction product. The product is: [CH2:1]([N:8]1[CH2:13][CH2:12][CH2:11][C@H:10]([N:14]([CH3:15])[C:17]2[N:22]=[CH:21][N:20]=[C:19]3[N:23]([CH2:26][O:27][CH2:28][CH2:29][Si:30]([CH3:33])([CH3:32])[CH3:31])[N:24]=[CH:25][C:18]=23)[CH2:9]1)[C:2]1[CH:3]=[CH:4][CH:5]=[CH:6][CH:7]=1. (2) Given the reactants [CH3:1][O:2][C:3]1[CH:4]=[C:5]2[C:10](=[CH:11][CH:12]=1)[CH:9]=[C:8]([C:13](O)=[O:14])[CH:7]=[CH:6]2.[H-].[Al+3].[Li+].[H-].[H-].[H-].O.[OH-].[Na+], predict the reaction product. The product is: [CH3:1][O:2][C:3]1[CH:4]=[C:5]2[C:10](=[CH:11][CH:12]=1)[CH:9]=[C:8]([CH2:13][OH:14])[CH:7]=[CH:6]2. (3) Given the reactants [CH3:1][O:2][CH2:3][CH2:4][S:5]([CH2:8][CH2:9][NH:10]C(=O)OC(C)(C)C)(=[O:7])=[O:6].[ClH:18], predict the reaction product. The product is: [ClH:18].[CH3:1][O:2][CH2:3][CH2:4][S:5]([CH2:8][CH2:9][NH2:10])(=[O:7])=[O:6]. (4) Given the reactants [OH:1][C:2]1[CH:11]=[C:10]2[C:5]([C:6]([O:12][C:13]3[CH:14]=[C:15]4[C:19](=[CH:20][CH:21]=3)[NH:18][C:17]([CH3:22])=[CH:16]4)=[N:7][CH:8]=[N:9]2)=[CH:4][C:3]=1[O:23][CH3:24].C(=O)([O-])[O-].[K+].[K+].[CH2:31]([CH:33]1[O:35][CH2:34]1)Br, predict the reaction product. The product is: [O:35]1[CH2:34][CH:33]1[CH2:31][O:1][C:2]1[CH:11]=[C:10]2[C:5]([C:6]([O:12][C:13]3[CH:14]=[C:15]4[C:19](=[CH:20][CH:21]=3)[NH:18][C:17]([CH3:22])=[CH:16]4)=[N:7][CH:8]=[N:9]2)=[CH:4][C:3]=1[O:23][CH3:24]. (5) Given the reactants [CH2:1]([O:3][C:4]1[CH:5]=[C:6]([CH:27]=[CH:28][C:29]=1[O:30][CH3:31])[CH2:7][N:8]1[CH2:13][CH2:12][CH:11]([NH:14][C:15]2[O:16][C:17]3[CH:23]=[CH:22][C:21]([N+:24]([O-])=O)=[CH:20][C:18]=3[N:19]=2)[CH2:10][CH2:9]1)[CH3:2].[H][H], predict the reaction product. The product is: [CH2:1]([O:3][C:4]1[CH:5]=[C:6]([CH:27]=[CH:28][C:29]=1[O:30][CH3:31])[CH2:7][N:8]1[CH2:9][CH2:10][CH:11]([NH:14][C:15]2[O:16][C:17]3[CH:23]=[CH:22][C:21]([NH2:24])=[CH:20][C:18]=3[N:19]=2)[CH2:12][CH2:13]1)[CH3:2]. (6) Given the reactants [CH3:1][C:2]1[N:6]([CH2:7][C:8]([F:11])([F:10])[F:9])[N:5]=[CH:4][C:3]=1[C:12]([NH:14][NH:15][C:16]([C:18]1[CH:19]=[N:20][CH:21]=[CH:22][CH:23]=1)=O)=O.COC1C=CC(P2(SP(C3C=CC(OC)=CC=3)(=S)S2)=[S:33])=CC=1, predict the reaction product. The product is: [CH3:1][C:2]1[N:6]([CH2:7][C:8]([F:11])([F:10])[F:9])[N:5]=[CH:4][C:3]=1[C:12]1[S:33][C:16]([C:18]2[CH:19]=[N:20][CH:21]=[CH:22][CH:23]=2)=[N:15][N:14]=1. (7) Given the reactants C([O-])(=O)C[C:3](CC([O-])=O)(C([O-])=O)[OH:4].[O:14]=[CH:15][C@@H:16]([C@H:18]([C@@H:20]([CH2:22][OH:23])[OH:21])[OH:19])[OH:17], predict the reaction product. The product is: [O:14]=[CH:15][C@@H:16]([C@H:18]([C@@H:20]([C@@H:22]([CH2:3][OH:4])[OH:23])[OH:21])[OH:19])[OH:17].